This data is from Full USPTO retrosynthesis dataset with 1.9M reactions from patents (1976-2016). The task is: Predict the reactants needed to synthesize the given product. (1) Given the product [O:26]1[CH2:27][CH2:28][N:23]([C:4]2[C:5]3[N:11]=[C:10]([CH2:12][N:13]4[CH2:18][CH2:17][CH:16]([C:19]([OH:22])([CH3:21])[CH3:20])[CH2:15][CH2:14]4)[CH:9]=[CH:8][C:6]=3[N:7]=[C:2]([N:32]3[C:33]4[CH:39]=[CH:38][CH:37]=[CH:36][C:34]=4[N:35]=[C:31]3[C:30]([F:29])([F:41])[F:40])[N:3]=2)[CH2:24][CH2:25]1, predict the reactants needed to synthesize it. The reactants are: Cl[C:2]1[N:3]=[C:4]([N:23]2[CH2:28][CH2:27][O:26][CH2:25][CH2:24]2)[C:5]2[N:11]=[C:10]([CH2:12][N:13]3[CH2:18][CH2:17][CH:16]([C:19]([OH:22])([CH3:21])[CH3:20])[CH2:15][CH2:14]3)[CH:9]=[CH:8][C:6]=2[N:7]=1.[F:29][C:30]([F:41])([F:40])[C:31]1[NH:35][C:34]2[CH:36]=[CH:37][CH:38]=[CH:39][C:33]=2[N:32]=1. (2) Given the product [ClH:19].[Br:1][C:2]1[CH:3]=[CH:4][C:5]2[N:9]([CH:10]3[CH2:15][CH2:14][O:13][CH2:12][CH2:11]3)[C:16]([CH3:17])=[N:7][C:6]=2[CH:8]=1, predict the reactants needed to synthesize it. The reactants are: [Br:1][C:2]1[CH:3]=[CH:4][C:5]([NH:9][CH:10]2[CH2:15][CH2:14][O:13][CH2:12][CH2:11]2)=[C:6]([CH:8]=1)[NH2:7].[C:16]([Cl:19])(=O)[CH3:17]. (3) Given the product [Br:1][C:2]1[CH:3]=[CH:4][C:28]2[CH2:29][CH2:30][CH2:31][CH2:32][NH:27][C:6]=2[CH:20]=1, predict the reactants needed to synthesize it. The reactants are: [Br:1][C:2]1[CH:3]=[CH:4]C2=[C:6]([CH:20]=1)CN(C)CC=C2C1C=CC(F)=CC=1.C(=O)([O-])[O-].[K+].[K+].[N:27]1[CH:32]=[CH:31][CH:30]=[CH:29][CH:28]=1. (4) Given the product [NH:10]1[C:11]2[C:16](=[CH:15][CH:14]=[CH:13][CH:12]=2)[CH2:6][CH2:7][C:8]1=[O:9], predict the reactants needed to synthesize it. The reactants are: [Al+3].[Cl-].[Cl-].[Cl-].Cl[CH2:6][CH2:7][C:8]([NH:10][C:11]1[CH:16]=[CH:15][CH:14]=[CH:13][CH:12]=1)=[O:9]. (5) Given the product [Cl:18][C:19]1[CH:20]=[C:21]([N:26]2[CH2:31][CH2:30][N:29]([CH2:2][CH2:3][CH2:4][CH2:5][C:6]3([CH2:16][CH3:17])[C:14]4[C:9](=[CH:10][CH:11]=[CH:12][CH:13]=4)[NH:8][C:7]3=[O:15])[CH2:28][CH2:27]2)[CH:22]=[CH:23][C:24]=1[CH3:25], predict the reactants needed to synthesize it. The reactants are: Cl[CH2:2][CH2:3][CH2:4][CH2:5][C:6]1([CH2:16][CH3:17])[C:14]2[C:9](=[CH:10][CH:11]=[CH:12][CH:13]=2)[NH:8][C:7]1=[O:15].[Cl:18][C:19]1[CH:20]=[C:21]([N:26]2[CH2:31][CH2:30][NH:29][CH2:28][CH2:27]2)[CH:22]=[CH:23][C:24]=1[CH3:25]. (6) Given the product [CH3:19][N:20]1[CH2:21][CH2:22][C@@H:1]([O:2][C:3]([C:5]2([OH:18])[C:17]3[CH:16]=[CH:15][CH:14]=[CH:13][C:12]=3[C:11]3[C:6]2=[CH:7][CH:8]=[CH:9][CH:10]=3)=[O:4])[CH2:24]1, predict the reactants needed to synthesize it. The reactants are: [CH3:1][O:2][C:3]([C:5]1([OH:18])[C:17]2[CH:16]=[CH:15][CH:14]=[CH:13][C:12]=2[C:11]2[C:6]1=[CH:7][CH:8]=[CH:9][CH:10]=2)=[O:4].[CH3:19][N:20]1[CH2:24]C[C@@H:22](O)[CH2:21]1.